This data is from Forward reaction prediction with 1.9M reactions from USPTO patents (1976-2016). The task is: Predict the product of the given reaction. (1) Given the reactants C(OC([NH:8][C@@H:9]([CH2:74][CH:75]([CH3:77])[CH3:76])[C:10]([NH:12][CH2:13][CH2:14][C:15]([O:17][C@@H:18]([CH2:41][O:42][C:43]1[CH:48]=[CH:47][C:46]([C:49]2[C:54]([C:55]#[N:56])=[C:53]([S:57][CH2:58][C:59]3[N:60]=[C:61]([C:64]4[CH:69]=[CH:68][C:67]([Cl:70])=[CH:66][CH:65]=4)[O:62][CH:63]=3)[N:52]=[C:51]([NH2:71])[C:50]=2[C:72]#[N:73])=[CH:45][CH:44]=1)[CH2:19][O:20][C:21](=[O:40])[CH2:22][CH2:23][NH:24][C:25](=[O:39])[C@H:26]([CH2:35][CH:36]([CH3:38])[CH3:37])[NH:27]C(=O)OC(C)(C)C)=[O:16])=[O:11])=O)(C)(C)C.[F:78][C:79]([F:84])([F:83])[C:80]([OH:82])=[O:81], predict the reaction product. The product is: [F:78][C:79]([F:84])([F:83])[C:80]([OH:82])=[O:81].[F:78][C:79]([F:84])([F:83])[C:80]([OH:82])=[O:81].[NH2:27][C@@H:26]([CH2:35][CH:36]([CH3:38])[CH3:37])[C:25]([NH:24][CH2:23][CH2:22][C:21]([O:20][CH2:19][C@@H:18]([O:17][C:15](=[O:16])[CH2:14][CH2:13][NH:12][C:10](=[O:11])[C@@H:9]([NH2:8])[CH2:74][CH:75]([CH3:77])[CH3:76])[CH2:41][O:42][C:43]1[CH:48]=[CH:47][C:46]([C:49]2[C:54]([C:55]#[N:56])=[C:53]([S:57][CH2:58][C:59]3[N:60]=[C:61]([C:64]4[CH:65]=[CH:66][C:67]([Cl:70])=[CH:68][CH:69]=4)[O:62][CH:63]=3)[N:52]=[C:51]([NH2:71])[C:50]=2[C:72]#[N:73])=[CH:45][CH:44]=1)=[O:40])=[O:39]. (2) Given the reactants [F:1][C:2]1[CH:7]=[CH:6][C:5]([C@@H:8]2[O:13][CH2:12][CH2:11][N:10](CC3C=CC=CC=3)[CH2:9]2)=[CH:4][CH:3]=1.Cl[C:22]([O:24][CH2:25][CH3:26])=[O:23], predict the reaction product. The product is: [F:1][C:2]1[CH:3]=[CH:4][C:5]([C@@H:8]2[O:13][CH2:12][CH2:11][N:10]([C:22]([O:24][CH2:25][CH3:26])=[O:23])[CH2:9]2)=[CH:6][CH:7]=1. (3) Given the reactants [CH2:1]([O:3][P:4]([C:9]([C:12]1[CH:17]=[CH:16][C:15]([CH3:18])=[CH:14][C:13]=1[Br:19])([F:11])[F:10])(=[O:8])[O:5][CH2:6][CH3:7])[CH3:2].[Br:20]N1C(=O)CCC1=O, predict the reaction product. The product is: [CH2:6]([O:5][P:4]([C:9]([C:12]1[CH:17]=[CH:16][C:15]([CH2:18][Br:20])=[CH:14][C:13]=1[Br:19])([F:11])[F:10])(=[O:8])[O:3][CH2:1][CH3:2])[CH3:7]. (4) The product is: [Br:18][C:16]1[S:17][C:13]([N:12]([C:27]([O:26][C:23]([CH3:25])([CH3:24])[CH3:22])=[O:28])[C:11]([O:10][C:6]([CH3:9])([CH3:7])[CH3:8])=[O:19])=[CH:14][N:15]=1. Given the reactants O1CCCC1.[C:6]([O:10][C:11](=[O:19])[NH:12][C:13]1[S:17][C:16]([Br:18])=[N:15][CH:14]=1)([CH3:9])([CH3:8])[CH3:7].[H-].[Na+].[CH3:22][C:23]([O:26][C:27](O[C:27]([O:26][C:23]([CH3:25])([CH3:24])[CH3:22])=[O:28])=[O:28])([CH3:25])[CH3:24], predict the reaction product. (5) Given the reactants [F:1][C:2]1([F:15])[O:6][C:5]2[C:7]([CH3:14])=[CH:8][CH:9]=[C:10](B(O)O)[C:4]=2[O:3]1.[OH:16]O.[OH-].[Na+], predict the reaction product. The product is: [F:1][C:2]1([F:15])[O:6][C:5]2[C:7]([CH3:14])=[CH:8][CH:9]=[C:10]([OH:16])[C:4]=2[O:3]1. (6) Given the reactants [CH:1]([C@H:4]1[CH2:8][O:7][C:6](=[O:9])[NH:5]1)([CH3:3])[CH3:2].[Li]CCCC.[Cl:15][C:16]1[CH:21]=[CH:20][C:19]([CH2:22][C:23](Cl)=[O:24])=[CH:18][CH:17]=1, predict the reaction product. The product is: [Cl:15][C:16]1[CH:21]=[CH:20][C:19]([CH2:22][C:23]([N:5]2[C@@H:4]([CH:1]([CH3:3])[CH3:2])[CH2:8][O:7][C:6]2=[O:9])=[O:24])=[CH:18][CH:17]=1. (7) Given the reactants [CH:1]1([CH2:4][O:5][C:6]2[CH:11]=[CH:10][C:9]([N+:12]([O-])=O)=[CH:8][CH:7]=2)[CH2:3][CH2:2]1, predict the reaction product. The product is: [CH:1]1([CH2:4][O:5][C:6]2[CH:7]=[CH:8][C:9]([NH2:12])=[CH:10][CH:11]=2)[CH2:2][CH2:3]1. (8) Given the reactants [F:1][C:2]1[CH:17]=[C:16]([F:18])[CH:15]=[CH:14][C:3]=1[O:4][C:5]1[CH:13]=[CH:12][C:8]([C:9]([OH:11])=[O:10])=[CH:7][CH:6]=1.N[C:20]1C=CC(N2CCC(N(C)C)C2)=C[CH:21]=1, predict the reaction product. The product is: [F:1][C:2]1[CH:17]=[C:16]([F:18])[CH:15]=[CH:14][C:3]=1[O:4][C:5]1[CH:6]=[CH:7][C:8]([C:9]([O:11][CH2:20][CH3:21])=[O:10])=[CH:12][CH:13]=1. (9) The product is: [CH2:12]([O:11][C:9](=[O:10])[C:7]1[CH:8]=[C:3]([C:1]#[N:2])[C:4]([N:16]2[CH2:21][CH2:20][CH:19]([C:22](=[O:24])[NH:36][S:33]([CH2:32][C:29]3[CH:30]=[CH:31][C:26]([Cl:25])=[CH:27][CH:28]=3)(=[O:35])=[O:34])[CH2:18][CH2:17]2)=[N:5][C:6]=1[O:14][CH3:15])[CH3:13]. Given the reactants [C:1]([C:3]1[C:4]([N:16]2[CH2:21][CH2:20][CH:19]([C:22]([OH:24])=O)[CH2:18][CH2:17]2)=[N:5][C:6]([O:14][CH3:15])=[C:7]([C:9]([O:11][CH2:12][CH3:13])=[O:10])[CH:8]=1)#[N:2].[Cl:25][C:26]1[CH:31]=[CH:30][C:29]([CH2:32][S:33]([NH2:36])(=[O:35])=[O:34])=[CH:28][CH:27]=1, predict the reaction product. (10) Given the reactants NN.O=[C:4]1[C:12]2C(=CC=CC=2)C(=O)[N:5]1[O:14][CH2:15][C:16]1[N:17]([CH2:30][CH2:31][CH2:32][CH2:33][NH:34][C:35](=[O:42])[C:36]2[CH:41]=[CH:40][CH:39]=[CH:38][CH:37]=2)[C:18]2[C:23]([CH3:24])=[C:22]([CH3:25])[N:21]3[N:26]=[N:27][N:28]=[C:20]3[C:19]=2[N:29]=1.[CH2:43](O)C, predict the reaction product. The product is: [CH3:25][C:22]1[N:21]2[N:26]=[N:27][N:28]=[C:20]2[C:19]2[N:29]=[C:16]([CH2:15][O:14][N:5]=[C:4]([CH3:43])[CH3:12])[N:17]([CH2:30][CH2:31][CH2:32][CH2:33][NH:34][C:35](=[O:42])[C:36]3[CH:37]=[CH:38][CH:39]=[CH:40][CH:41]=3)[C:18]=2[C:23]=1[CH3:24].